From a dataset of Full USPTO retrosynthesis dataset with 1.9M reactions from patents (1976-2016). Predict the reactants needed to synthesize the given product. Given the product [N:1]1([C:18]([C:16]2[N:17]=[C:12]3[CH:11]=[CH:10][C:9]([N:8]([CH3:7])[CH3:21])=[CH:14][N:13]3[CH:15]=2)=[O:19])[CH2:6][CH2:5][CH:4]=[CH:3][CH2:2]1, predict the reactants needed to synthesize it. The reactants are: [NH:1]1[CH2:6][CH2:5][CH:4]=[CH:3][CH2:2]1.[CH3:7][N:8]([CH3:21])[C:9]1[CH:10]=[CH:11][C:12]2[N:13]([CH:15]=[C:16]([C:18](O)=[O:19])[N:17]=2)[CH:14]=1.Cl.CN(C)CCCN=C=NCC.